Dataset: Catalyst prediction with 721,799 reactions and 888 catalyst types from USPTO. Task: Predict which catalyst facilitates the given reaction. (1) Reactant: [C:1]([O:5][C:6]([N:8]1[CH2:13][C@@H:12]([C:14](=[O:37])[NH:15][CH2:16][C:17]2([CH2:31][CH2:32][CH2:33][CH2:34][O:35][CH3:36])[C:30]3[CH:29]=[CH:28][CH:27]=[CH:26][C:25]=3[O:24][C:23]3[C:18]2=[CH:19][CH:20]=[CH:21][CH:22]=3)[CH2:11][C@@H:10]([C:38]([OH:40])=O)[CH2:9]1)=[O:7])([CH3:4])([CH3:3])[CH3:2].Cl.[CH:42]([NH:45][CH2:46][CH2:47][CH:48]([CH3:50])[CH3:49])([CH3:44])[CH3:43]. Product: [C:1]([O:5][C:6]([N:8]1[CH2:13][C@@H:12]([C:14](=[O:37])[NH:15][CH2:16][C:17]2([CH2:31][CH2:32][CH2:33][CH2:34][O:35][CH3:36])[C:30]3[CH:29]=[CH:28][CH:27]=[CH:26][C:25]=3[O:24][C:23]3[C:18]2=[CH:19][CH:20]=[CH:21][CH:22]=3)[CH2:11][C@@H:10]([C:38](=[O:40])[N:45]([CH:42]([CH3:44])[CH3:43])[CH2:46][CH2:47][CH:48]([CH3:50])[CH3:49])[CH2:9]1)=[O:7])([CH3:2])([CH3:3])[CH3:4]. The catalyst class is: 66. (2) Reactant: [F:1][C:2]1[CH:3]=[C:4]2[C:8](=[CH:9][CH:10]=1)[NH:7][C:6]([CH:11]=[O:12])=[CH:5]2.CO.C1(C)C=CC(S([CH2:24][N+:25]#[C-:26])(=O)=O)=CC=1.C(=O)([O-])[O-].[K+].[K+]. Product: [F:1][C:2]1[CH:3]=[C:4]2[C:8](=[CH:9][CH:10]=1)[NH:7][C:6]([C:11]1[O:12][CH:26]=[N:25][CH:24]=1)=[CH:5]2. The catalyst class is: 81. (3) Reactant: [CH3:1][O:2][C:3]1[CH:4]=[C:5]2[C:10](=[CH:11][C:12]=1[O:13][CH3:14])[N:9]=[CH:8][CH:7]=[C:6]2[O:15][C:16]1[CH:22]=[CH:21][C:19]([NH2:20])=[CH:18][CH:17]=1.C1(C)C=CC=CC=1.C(N(CC)CC)C.Cl[C:38](Cl)([O:40]C(=O)OC(Cl)(Cl)Cl)Cl.[F:49][C:50]([F:61])([F:60])[C:51]1[CH:52]=[C:53]([CH:57]=[CH:58][CH:59]=1)[CH:54]([OH:56])[CH3:55]. Product: [CH3:1][O:2][C:3]1[CH:4]=[C:5]2[C:10](=[CH:11][C:12]=1[O:13][CH3:14])[N:9]=[CH:8][CH:7]=[C:6]2[O:15][C:16]1[CH:22]=[CH:21][C:19]([NH:20][C:38](=[O:40])[O:56][CH:54]([C:53]2[CH:57]=[CH:58][CH:59]=[C:51]([C:50]([F:60])([F:61])[F:49])[CH:52]=2)[CH3:55])=[CH:18][CH:17]=1. The catalyst class is: 2. (4) Reactant: [CH2:1]([O:5][C:6]1[N:14]=[C:13]2[C:9]([N:10]=[C:11]([O:37]C)[N:12]2[CH2:15][C:16]2[CH:17]=[N:18][C:19]([O:22][CH2:23][CH2:24][CH2:25][CH2:26][N:27]3[CH2:32][CH2:31][CH:30]([C:33]([O:35][CH3:36])=[O:34])[CH2:29][CH2:28]3)=[CH:20][CH:21]=2)=[C:8]([NH2:39])[N:7]=1)[CH2:2][CH2:3][CH3:4].O.N. Product: [CH2:1]([O:5][C:6]1[N:14]=[C:13]2[C:9]([NH:10][C:11](=[O:37])[N:12]2[CH2:15][C:16]2[CH:17]=[N:18][C:19]([O:22][CH2:23][CH2:24][CH2:25][CH2:26][N:27]3[CH2:28][CH2:29][CH:30]([C:33]([O:35][CH3:36])=[O:34])[CH2:31][CH2:32]3)=[CH:20][CH:21]=2)=[C:8]([NH2:39])[N:7]=1)[CH2:2][CH2:3][CH3:4]. The catalyst class is: 209. (5) Reactant: [C:1]([O:5][CH3:6])(=[O:4])[CH2:2][OH:3].N1C=CC=CC=1.Cl[C:14]([O:16][C:17]1[CH:22]=[CH:21][C:20]([N+:23]([O-:25])=[O:24])=[CH:19][CH:18]=1)=[O:15]. Product: [N+:23]([C:20]1[CH:21]=[CH:22][C:17]([O:16][C:14]([O:3][CH2:2][C:1]([O:5][CH3:6])=[O:4])=[O:15])=[CH:18][CH:19]=1)([O-:25])=[O:24]. The catalyst class is: 2. (6) Reactant: [OH2:1].I([O-])(=O)(=O)=O.[Na+].[CH:8]([C:11]1[NH:12][C:13]([C:33]2[CH:38]=[CH:37][CH:36]=[C:35]([CH3:39])[N:34]=2)=[C:14]([C:16]2[CH:17]=[C:18]([C:22]3[CH:23]=[C:24]4[C:29](=[CH:30][CH:31]=3)[S:28][CH2:27][CH2:26][C:25]4=[O:32])[CH:19]=[CH:20][CH:21]=2)[N:15]=1)([CH3:10])[CH3:9]. Product: [CH:8]([C:11]1[NH:12][C:13]([C:33]2[CH:38]=[CH:37][CH:36]=[C:35]([CH3:39])[N:34]=2)=[C:14]([C:16]2[CH:17]=[C:18]([C:22]3[CH:23]=[C:24]4[C:29](=[CH:30][CH:31]=3)[S:28](=[O:1])[CH2:27][CH2:26][C:25]4=[O:32])[CH:19]=[CH:20][CH:21]=2)[N:15]=1)([CH3:10])[CH3:9]. The catalyst class is: 5. (7) Reactant: C[O:2][C:3](=O)[C:4]1[CH:9]=[CH:8][C:7]([Br:10])=[C:6]([OH:11])[CH:5]=1.CC(C[AlH]CC(C)C)C. Product: [Br:10][C:7]1[CH:8]=[CH:9][C:4]([CH2:3][OH:2])=[CH:5][C:6]=1[OH:11]. The catalyst class is: 426.